Dataset: Reaction yield outcomes from USPTO patents with 853,638 reactions. Task: Predict the reaction yield, written as a fraction of the theoretical maximum amount of product (1.0 means a 100% yield; for example, 0.34 means a 34% yield). (1) The reactants are [C:1]([O:5][C:6](=[O:19])[NH:7][CH:8]1[CH2:17][C:16]2[C:11](=[CH:12][CH:13]=[C:14](Br)[CH:15]=2)[NH:10][CH2:9]1)([CH3:4])([CH3:3])[CH3:2].[CH3:20][N:21](C=O)C. The catalyst is [C-]#N.[Zn+2].[C-]#N.[Pd].C1(P(C2C=CC=CC=2)C2C=CC=CC=2)C=CC=CC=1.C1(P(C2C=CC=CC=2)C2C=CC=CC=2)C=CC=CC=1.C1(P(C2C=CC=CC=2)C2C=CC=CC=2)C=CC=CC=1.C1(P(C2C=CC=CC=2)C2C=CC=CC=2)C=CC=CC=1. The product is [C:1]([O:5][C:6](=[O:19])[NH:7][CH:8]1[CH2:17][C:16]2[C:11](=[CH:12][CH:13]=[C:14]([C:20]#[N:21])[CH:15]=2)[NH:10][CH2:9]1)([CH3:4])([CH3:3])[CH3:2]. The yield is 0.670. (2) The reactants are Cl[C:2]1[C:3]2[N:10]=[CH:9][N:8]([CH:11]([CH3:13])[CH3:12])[C:4]=2[N:5]=[N:6][CH:7]=1.[F:14][C:15]1[CH:20]=[CH:19][C:18](B2OC(C)(C)C(C)(C)O2)=[CH:17][C:16]=1[C:30]1[CH:35]=[CH:34][C:33]([S:36]([NH2:39])(=[O:38])=[O:37])=[CH:32][CH:31]=1.C([O-])([O-])=O.[Na+].[Na+]. The catalyst is O1CCOCC1.O.C1C=CC(P([C]2[CH][CH][CH][CH]2)C2C=CC=CC=2)=CC=1.C1C=CC(P([C]2[CH][CH][CH][CH]2)C2C=CC=CC=2)=CC=1.Cl[Pd]Cl.[Fe]. The product is [F:14][C:15]1[CH:20]=[CH:19][C:18]([C:2]2[C:3]3[N:10]=[CH:9][N:8]([CH:11]([CH3:13])[CH3:12])[C:4]=3[N:5]=[N:6][CH:7]=2)=[CH:17][C:16]=1[C:30]1[CH:35]=[CH:34][C:33]([S:36]([NH2:39])(=[O:37])=[O:38])=[CH:32][CH:31]=1. The yield is 0.500. (3) The reactants are [CH3:1][NH:2][C:3]1[N:8]=[C:7]2[N:9]([CH3:16])[C:10]([C:12]([F:15])([F:14])[F:13])=[N:11][C:6]2=[CH:5][C:4]=1[N+:17]([O-])=O.[H][H]. The catalyst is CCOC(C)=O.CO.[Pd]. The product is [CH3:1][NH:2][C:3]1[N:8]=[C:7]2[N:9]([CH3:16])[C:10]([C:12]([F:15])([F:14])[F:13])=[N:11][C:6]2=[CH:5][C:4]=1[NH2:17]. The yield is 0.780.